This data is from Aqueous solubility values for 9,982 compounds from the AqSolDB database. The task is: Regression/Classification. Given a drug SMILES string, predict its absorption, distribution, metabolism, or excretion properties. Task type varies by dataset: regression for continuous measurements (e.g., permeability, clearance, half-life) or binary classification for categorical outcomes (e.g., BBB penetration, CYP inhibition). For this dataset (solubility_aqsoldb), we predict Y. The molecule is O=C1C=CC=C/C1=C/NNC(=O)c1ccncc1. The Y is -3.68 log mol/L.